This data is from Reaction yield outcomes from USPTO patents with 853,638 reactions. The task is: Predict the reaction yield, written as a fraction of the theoretical maximum amount of product (1.0 means a 100% yield; for example, 0.34 means a 34% yield). (1) The product is [O:6]1[C:5]2([CH2:10][CH2:11][C:2]([C:12]3[CH:13]=[CH:14][C:15]([C:16]#[N:17])=[CH:18][CH:19]=3)=[CH:3][CH2:4]2)[O:9][CH2:8][CH2:7]1. The catalyst is C(Cl)Cl. The reactants are O[C:2]1([C:12]2[CH:19]=[CH:18][C:15]([C:16]#[N:17])=[CH:14][CH:13]=2)[CH2:11][CH2:10][C:5]2([O:9][CH2:8][CH2:7][O:6]2)[CH2:4][CH2:3]1.C(N(CC)CC)C.S(Cl)(C)(=O)=O. The yield is 0.710. (2) The reactants are Br[C:2]1[CH:3]=[C:4]([CH:17]=[CH:18][CH:19]=1)[O:5][C:6]1[C:15]2[C:10](=[CH:11][CH:12]=[CH:13][CH:14]=2)[NH:9][C:8](=[O:16])[CH:7]=1.C1(P(C2CCCCC2)C2C=CC=CC=2C2C(CCC)=CC(CCC)=CC=2CCC)CCCCC1.CC(C)([O-])C.[Na+].[NH2:60][CH2:61][CH2:62][C:63]1[CH:64]=[N:65][CH:66]=[CH:67][CH:68]=1. The catalyst is C1C=CC(/C=C/C(/C=C/C2C=CC=CC=2)=O)=CC=1.C1C=CC(/C=C/C(/C=C/C2C=CC=CC=2)=O)=CC=1.C1C=CC(/C=C/C(/C=C/C2C=CC=CC=2)=O)=CC=1.[Pd].[Pd].C(O)(C)(C)C. The product is [N:65]1[CH:66]=[CH:67][CH:68]=[C:63]([CH2:62][CH2:61][NH:60][C:2]2[CH:3]=[C:4]([CH:17]=[CH:18][CH:19]=2)[O:5][C:6]2[C:15]3[C:10](=[CH:11][CH:12]=[CH:13][CH:14]=3)[NH:9][C:8](=[O:16])[CH:7]=2)[CH:64]=1. The yield is 0.150. (3) The reactants are [CH:1]1([S:4]([NH:7][C:8]([C@@:10]2([NH:15][C:16]([C@@H:18]3[CH2:22][C@@H:21]([OH:23])[CH2:20][N:19]3[C:24](=[O:44])[C@@H:25]([NH:36][C:37](=[O:43])[O:38][C:39]([CH3:42])([CH3:41])[CH3:40])[C@H:26]([CH2:34][CH3:35])[CH2:27][CH:28]([CH3:33])[CH2:29][CH2:30]C=C)=[O:17])[CH2:12][C@H:11]2[CH:13]=[CH2:14])=[O:9])(=[O:6])=[O:5])[CH2:3][CH2:2]1. The catalyst is ClC(Cl)C.Cl[Ru](=C1N(C2C(C)=CC(C)=CC=2C)CCN1C1C(C)=CC(C)=CC=1C)(Cl)(=CC1C=CC=CC=1)[P](C1CCCCC1)(C1CCCCC1)C1CCCCC1. The product is [CH:1]1([S:4]([NH:7][C:8]([C@@:10]23[CH2:12][C@H:11]2[CH:13]=[CH:14][CH2:30][CH2:29][CH:28]([CH3:33])[CH2:27][C@@H:26]([CH2:34][CH3:35])[C@H:25]([NH:36][C:37](=[O:43])[O:38][C:39]([CH3:40])([CH3:42])[CH3:41])[C:24](=[O:44])[N:19]2[CH2:20][C@H:21]([OH:23])[CH2:22][C@H:18]2[C:16](=[O:17])[NH:15]3)=[O:9])(=[O:6])=[O:5])[CH2:3][CH2:2]1. The yield is 0.474. (4) The reactants are [OH:1][CH:2]([C:6]1[CH:7]=[C:8]2[C:25](=[CH:26][CH:27]=1)[C:12]1=[N:13][O:14][C:15]([C:16]3[CH:21]=[CH:20][C:19]([CH2:22][CH2:23][CH3:24])=[CH:18][CH:17]=3)=[C:11]1[CH2:10][CH2:9]2)[C:3](O)=[O:4].CN1CCOCC1.[NH2:35][CH2:36][C:37]#[N:38].F[P-](F)(F)(F)(F)F.N1(O[P+](N(C)C)(N(C)C)N(C)C)C2C=CC=CC=2N=N1. The catalyst is CN(C=O)C. The product is [C:36]([CH2:37][NH:38][C:3](=[O:4])[CH:2]([OH:1])[C:6]1[CH:7]=[C:8]2[C:25](=[CH:26][CH:27]=1)[C:12]1=[N:13][O:14][C:15]([C:16]3[CH:17]=[CH:18][C:19]([CH2:22][CH2:23][CH3:24])=[CH:20][CH:21]=3)=[C:11]1[CH2:10][CH2:9]2)#[N:35]. The yield is 0.469. (5) The reactants are [C:1]([O:5][C:6]([NH:8][CH:9]1[CH2:12][NH:11][CH2:10]1)=[O:7])([CH3:4])([CH3:3])[CH3:2].I[C:14]1[CH:15]=[C:16]([CH:22]=[CH:23][CH:24]=1)[C:17]([O:19][CH2:20][CH3:21])=[O:18].N1CCC[C@H]1C(O)=O.C(=O)([O-])[O-].[K+].[K+]. The yield is 0.570. The product is [C:1]([O:5][C:6]([NH:8][CH:9]1[CH2:10][N:11]([C:14]2[CH:15]=[C:16]([CH:22]=[CH:23][CH:24]=2)[C:17]([O:19][CH2:20][CH3:21])=[O:18])[CH2:12]1)=[O:7])([CH3:4])([CH3:2])[CH3:3]. The catalyst is CS(C)=O.C(OCC)(=O)C.[Cu]I. (6) The yield is 0.900. The reactants are [OH:1][C:2]1([CH:13]([N+:17]([O-:19])=[O:18])[CH:14]([CH3:16])[CH3:15])[CH2:5][N:4]([C:6]([O:8]C(C)(C)C)=O)[CH2:3]1.Cl.[F:21][C:22]1[C:23]([NH:32][C:33]2[CH:38]=[CH:37][C:36]([I:39])=[CH:35][C:34]=2[F:40])=[C:24]([CH:28]=[CH:29][C:30]=1[F:31])C(O)=O.C1CN([P+](ON2N=NC3C=CC=CC2=3)(N2CCCC2)N2CCCC2)CC1.F[P-](F)(F)(F)(F)F.CCN(C(C)C)C(C)C. The product is [F:21][C:22]1[C:23]([NH:32][C:33]2[CH:38]=[CH:37][C:36]([I:39])=[CH:35][C:34]=2[F:40])=[C:24]([C:6]([N:4]2[CH2:3][C:2]([CH:13]([N+:17]([O-:19])=[O:18])[CH:14]([CH3:15])[CH3:16])([OH:1])[CH2:5]2)=[O:8])[CH:28]=[CH:29][C:30]=1[F:31]. The catalyst is O1CCOCC1.CN(C=O)C.C(OCC)(=O)C.CO. (7) The reactants are [OH:1][CH2:2][C:3]1([NH:16][C:17]([C:19]2[CH:20]=[CH:21][C:22]3[S:23][CH2:24][C:25](=[O:29])[NH:26][C:27]=3[N:28]=2)=[O:18])[CH2:8][CH2:7][N:6](C(OC(C)(C)C)=O)[CH2:5][CH2:4]1.FC(F)(F)C(O)=O. The catalyst is ClCCl. The product is [OH:1][CH2:2][C:3]1([NH:16][C:17]([C:19]2[CH:20]=[CH:21][C:22]3[S:23][CH2:24][C:25](=[O:29])[NH:26][C:27]=3[N:28]=2)=[O:18])[CH2:8][CH2:7][NH:6][CH2:5][CH2:4]1. The yield is 0.980. (8) The reactants are [F:1][C:2]1[CH:7]=[CH:6][C:5]([C:8]2[C:17]([NH:18][CH2:19][C:20]3[CH:25]=[CH:24][CH:23]=[CH:22][N:21]=3)=[N:16][C:15]3[C:10](=[CH:11][CH:12]=[C:13]([C:26]([O:28][CH3:29])=[O:27])[CH:14]=3)[N:9]=2)=[CH:4][CH:3]=1.[H-].[Na+].I[CH3:33]. The catalyst is O1CCCC1.[NH4+].[Cl-]. The product is [F:1][C:2]1[CH:7]=[CH:6][C:5]([C:8]2[C:17]([N:18]([CH3:33])[CH2:19][C:20]3[CH:25]=[CH:24][CH:23]=[CH:22][N:21]=3)=[N:16][C:15]3[C:10](=[CH:11][CH:12]=[C:13]([C:26]([O:28][CH3:29])=[O:27])[CH:14]=3)[N:9]=2)=[CH:4][CH:3]=1. The yield is 0.570. (9) The reactants are [C:1]([O:5][C:6]([N:8]1[CH2:11][C:10]([O:13][C:14]2[C:15]([F:32])=[CH:16][C:17]3[O:22][CH2:21][C:20](=S)[N:19]([CH:24]([C:26](OCC)=[O:27])[CH3:25])[C:18]=3[CH:31]=2)([CH3:12])[CH2:9]1)=[O:7])([CH3:4])([CH3:3])[CH3:2].O.[NH2:34][NH2:35]. The catalyst is CCO. The product is [C:1]([O:5][C:6]([N:8]1[CH2:9][C:10]([O:13][C:14]2[CH:31]=[C:18]3[C:17](=[CH:16][C:15]=2[F:32])[O:22][CH2:21][C:20]2[N:19]3[CH:24]([CH3:25])[C:26](=[O:27])[NH:34][N:35]=2)([CH3:12])[CH2:11]1)=[O:7])([CH3:4])([CH3:2])[CH3:3]. The yield is 0.460.